This data is from Forward reaction prediction with 1.9M reactions from USPTO patents (1976-2016). The task is: Predict the product of the given reaction. (1) Given the reactants O=C1NCCN1C1SC(C([O-])=O)=CN=1.[O:15]=[C:16]1[NH:20][CH2:19][CH2:18][N:17]1[C:21]1[S:22][C:23]([C:30]([O:32][CH2:33][CH3:34])=[O:31])=[C:24]([C:26]([F:29])([F:28])[F:27])[N:25]=1.Br[CH2:36][C:37]1[CH:42]=[CH:41][C:40]([F:43])=[CH:39][CH:38]=1, predict the reaction product. The product is: [F:43][C:40]1[CH:41]=[CH:42][C:37]([CH2:36][N:20]2[CH2:19][CH2:18][N:17]([C:21]3[S:22][C:23]([C:30]([O:32][CH2:33][CH3:34])=[O:31])=[C:24]([C:26]([F:29])([F:28])[F:27])[N:25]=3)[C:16]2=[O:15])=[CH:38][CH:39]=1. (2) Given the reactants Cl[C:2]1[CH:7]=[C:6]([O:8][C:9]2[C:10]([CH3:18])=[N:11][C:12]([N+:15]([O-:17])=[O:16])=[CH:13][CH:14]=2)[CH:5]=[CH:4][N:3]=1.[C:19](=[O:26])([O:21][C:22]([CH3:25])([CH3:24])[CH3:23])[NH2:20].C([O-])([O-])=O.[Cs+].[Cs+], predict the reaction product. The product is: [CH3:18][C:10]1[C:9]([O:8][C:6]2[CH:5]=[CH:4][N:3]=[C:2]([NH:20][C:19](=[O:26])[O:21][C:22]([CH3:25])([CH3:24])[CH3:23])[CH:7]=2)=[CH:14][CH:13]=[C:12]([N+:15]([O-:17])=[O:16])[N:11]=1. (3) Given the reactants [Br:1][C:2]1[CH:7]=[CH:6][C:5]([N:8]2[CH2:13][CH2:12][N:11]([CH3:14])[CH2:10][CH2:9]2)=[C:4]([N+:15]([O-])=O)[CH:3]=1.O.[NH4+].[Cl-], predict the reaction product. The product is: [Br:1][C:2]1[CH:7]=[CH:6][C:5]([N:8]2[CH2:9][CH2:10][N:11]([CH3:14])[CH2:12][CH2:13]2)=[C:4]([CH:3]=1)[NH2:15]. (4) Given the reactants CC(C)(OC([NH:7][C@H:8]([CH2:21][C:22]1[CH:27]=[CH:26][C:25]([F:28])=[C:24]([F:29])[CH:23]=1)[CH2:9][C:10]([N:12]1[CH2:17][CH2:16][N:15]2[CH:18]=[CH:19][N:20]=[C:14]2[CH2:13]1)=[O:11])=O)C.[ClH:31], predict the reaction product. The product is: [ClH:31].[ClH:31].[NH2:7][C@H:8]([CH2:21][C:22]1[CH:27]=[CH:26][C:25]([F:28])=[C:24]([F:29])[CH:23]=1)[CH2:9][C:10]([N:12]1[CH2:17][CH2:16][N:15]2[CH:18]=[CH:19][N:20]=[C:14]2[CH2:13]1)=[O:11]. (5) Given the reactants [CH2:1]([CH:3]([CH2:41][CH2:42][CH2:43][CH3:44])[CH2:4][C:5]1[CH:40]=[CH:39][C:8]([C:9]([C:11]2[CH:19]=[C:18]([C:20]([OH:22])=[O:21])[C:17]([C:23](=O)[C:24]3[CH:29]=[CH:28][C:27]([CH2:30][CH:31]([CH2:36][CH3:37])[CH2:32][CH2:33][CH2:34][CH3:35])=[CH:26][CH:25]=3)=[CH:16][C:12]=2[C:13]([OH:15])=[O:14])=O)=[CH:7][CH:6]=1)[CH3:2].[H][H], predict the reaction product. The product is: [CH2:36]([CH:31]([CH2:32][CH2:33][CH2:34][CH3:35])[CH2:30][C:27]1[CH:28]=[CH:29][C:24]([CH2:23][C:17]2[CH:16]=[C:12]([C:13]([OH:15])=[O:14])[C:11]([CH2:9][C:8]3[CH:7]=[CH:6][C:5]([CH2:4][CH:3]([CH2:1][CH3:2])[CH2:41][CH2:42][CH2:43][CH3:44])=[CH:40][CH:39]=3)=[CH:19][C:18]=2[C:20]([OH:22])=[O:21])=[CH:25][CH:26]=1)[CH3:37]. (6) Given the reactants [CH2:1]([O:5][C:6]1[CH:16]=[CH:15][CH:14]=[CH:13][C:7]=1[C:8]([O:10]CC)=[O:9])[CH2:2][CH:3]=[CH2:4].[Li+].[OH-].Cl, predict the reaction product. The product is: [CH2:1]([O:5][C:6]1[CH:16]=[CH:15][CH:14]=[CH:13][C:7]=1[C:8]([OH:10])=[O:9])[CH2:2][CH:3]=[CH2:4]. (7) Given the reactants [OH:1][C:2]1[CH:10]=[CH:9][CH:8]=[C:7]([O:11][CH3:12])[C:3]=1[C:4]([OH:6])=[O:5].S(=O)(=O)(O)O.[CH3:18]O, predict the reaction product. The product is: [OH:1][C:2]1[CH:10]=[CH:9][CH:8]=[C:7]([O:11][CH3:12])[C:3]=1[C:4]([O:6][CH3:18])=[O:5]. (8) Given the reactants C([N:8]1[CH2:13][CH2:12][O:11][CH:10]([C:14]([C:28]2[CH:33]=[CH:32][CH:31]=[CH:30][CH:29]=2)([OH:27])[CH2:15][C:16]2[CH:21]=[CH:20][CH:19]=[CH:18][C:17]=2[O:22][C:23]([F:26])([F:25])[F:24])[CH2:9]1)C1C=CC=CC=1.[ClH:34].C(O)C.C1(C)C=CC=CC=1, predict the reaction product. The product is: [ClH:34].[NH:8]1[CH2:13][CH2:12][O:11][C@@H:10]([C@:14]([C:28]2[CH:29]=[CH:30][CH:31]=[CH:32][CH:33]=2)([OH:27])[CH2:15][C:16]2[CH:21]=[CH:20][CH:19]=[CH:18][C:17]=2[O:22][C:23]([F:26])([F:25])[F:24])[CH2:9]1. (9) Given the reactants [CH3:1][C:2]1[CH:31]=[CH:30][C:5]([C:6]([NH:8][C:9]2[C:22]3[C:21](=[O:23])[C:20]4[C:15](=[CH:16][CH:17]=[CH:18][CH:19]=4)[C:14](=[O:24])[C:13]=3[CH:12]=[CH:11][C:10]=2[NH:25][C:26](=[O:29])[CH2:27]Cl)=[O:7])=[CH:4][CH:3]=1.CCN(C(C)C)C(C)C.[NH:41]1[CH2:46][CH2:45][S:44][CH2:43][CH2:42]1.C(OCC)(=O)C, predict the reaction product. The product is: [CH3:1][C:2]1[CH:31]=[CH:30][C:5]([C:6]([NH:8][C:9]2[C:22]3[C:21](=[O:23])[C:20]4[C:15](=[CH:16][CH:17]=[CH:18][CH:19]=4)[C:14](=[O:24])[C:13]=3[CH:12]=[CH:11][C:10]=2[NH:25][C:26](=[O:29])[CH2:27][N:41]2[CH2:46][CH2:45][S:44][CH2:43][CH2:42]2)=[O:7])=[CH:4][CH:3]=1.